From a dataset of Reaction yield outcomes from USPTO patents with 853,638 reactions. Predict the reaction yield, written as a fraction of the theoretical maximum amount of product (1.0 means a 100% yield; for example, 0.34 means a 34% yield). The reactants are [Br:1][C:2]1[CH:3]=[C:4]2[C:10](I)=[CH:9][N:8]([S:12]([C:15]3[CH:21]=[CH:20][C:18]([CH3:19])=[CH:17][CH:16]=3)(=[O:14])=[O:13])[C:5]2=[N:6][CH:7]=1.[F:22][C:23]1[CH:24]=[C:25]([CH:42]=[CH:43][CH:44]=1)[CH2:26][N:27]1[CH:31]=[C:30](C2OC(C)(C)C(C)(C)O2)[C:29]([CH3:41])=[N:28]1.C(=O)([O-])[O-].[Na+].[Na+]. The catalyst is C(#N)C.O.Cl[Pd](Cl)([P](C1C=CC=CC=1)(C1C=CC=CC=1)C1C=CC=CC=1)[P](C1C=CC=CC=1)(C1C=CC=CC=1)C1C=CC=CC=1. The product is [Br:1][C:2]1[CH:3]=[C:4]2[C:10]([C:30]3[C:29]([CH3:41])=[N:28][N:27]([CH2:26][C:25]4[CH:42]=[CH:43][CH:44]=[C:23]([F:22])[CH:24]=4)[CH:31]=3)=[CH:9][N:8]([S:12]([C:15]3[CH:21]=[CH:20][C:18]([CH3:19])=[CH:17][CH:16]=3)(=[O:14])=[O:13])[C:5]2=[N:6][CH:7]=1. The yield is 0.785.